Dataset: Reaction yield outcomes from USPTO patents with 853,638 reactions. Task: Predict the reaction yield, written as a fraction of the theoretical maximum amount of product (1.0 means a 100% yield; for example, 0.34 means a 34% yield). The reactants are CC1(C)[O:6][CH:5]([CH2:7][NH:8][C:9]([CH2:11][O:12][C:13](=[O:53])[C:14]2[CH:19]=[CH:18][C:17]([NH:20][C:21]([C@H:23]3[C@H:27]([C:28]4[CH:33]=[CH:32][CH:31]=[C:30]([Cl:34])[C:29]=4[F:35])[C@:26]([C:38]4[CH:43]=[CH:42][C:41]([Cl:44])=[CH:40][C:39]=4[F:45])([C:36]#[N:37])[C@H:25]([CH2:46][C:47]([CH3:50])([CH3:49])[CH3:48])[NH:24]3)=[O:22])=[C:16]([O:51][CH3:52])[CH:15]=2)=[O:10])[CH2:4][O:3]1.CO.FC(F)(F)C(O)=O. The catalyst is O.C(Cl)Cl. The product is [OH:6][CH:5]([CH2:4][OH:3])[CH2:7][NH:8][C:9]([CH2:11][O:12][C:13](=[O:53])[C:14]1[CH:19]=[CH:18][C:17]([NH:20][C:21]([C@H:23]2[C@H:27]([C:28]3[CH:33]=[CH:32][CH:31]=[C:30]([Cl:34])[C:29]=3[F:35])[C@:26]([C:38]3[CH:43]=[CH:42][C:41]([Cl:44])=[CH:40][C:39]=3[F:45])([C:36]#[N:37])[C@H:25]([CH2:46][C:47]([CH3:50])([CH3:49])[CH3:48])[NH:24]2)=[O:22])=[C:16]([O:51][CH3:52])[CH:15]=1)=[O:10]. The yield is 0.360.